Task: Predict the product of the given reaction.. Dataset: Forward reaction prediction with 1.9M reactions from USPTO patents (1976-2016) Given the reactants [Br:1][C:2](=[CH2:6])[CH2:3][CH2:4][OH:5].N1C=CN=C1.[Si:12](Cl)([C:15]([CH3:18])([CH3:17])[CH3:16])([CH3:14])[CH3:13], predict the reaction product. The product is: [Br:1][C:2](=[CH2:6])[CH2:3][CH2:4][O:5][Si:12]([C:15]([CH3:18])([CH3:17])[CH3:16])([CH3:14])[CH3:13].